This data is from Reaction yield outcomes from USPTO patents with 853,638 reactions. The task is: Predict the reaction yield, written as a fraction of the theoretical maximum amount of product (1.0 means a 100% yield; for example, 0.34 means a 34% yield). The reactants are [NH2:1][CH2:2][CH2:3][CH:4]1[CH2:9][CH2:8][N:7]([C:10]2[C:11]3[O:18][C:17]([C:19]([NH2:21])=[O:20])=[CH:16][C:12]=3[N:13]=[CH:14][N:15]=2)[CH2:6][CH2:5]1.N1C=CC=CC=1.[C:28](Cl)(=[O:33])[C:29]([CH3:32])([CH3:31])[CH3:30]. The catalyst is C(Cl)Cl. The product is [C:28]([NH:1][CH2:2][CH2:3][CH:4]1[CH2:9][CH2:8][N:7]([C:10]2[C:11]3[O:18][C:17]([C:19]([NH2:21])=[O:20])=[CH:16][C:12]=3[N:13]=[CH:14][N:15]=2)[CH2:6][CH2:5]1)(=[O:33])[C:29]([CH3:32])([CH3:31])[CH3:30]. The yield is 0.600.